The task is: Predict which catalyst facilitates the given reaction.. This data is from Catalyst prediction with 721,799 reactions and 888 catalyst types from USPTO. (1) Reactant: [CH:1]1([NH:4][C:5]([C@@H:7]2[CH2:11][CH2:10][CH2:9][NH:8]2)=O)[CH2:3][CH2:2]1.Cl. Product: [CH:1]1([NH:4][CH2:5][C@@H:7]2[CH2:11][CH2:10][CH2:9][NH:8]2)[CH2:3][CH2:2]1. The catalyst class is: 1. (2) Reactant: [F:1][C:2]([F:10])([F:9])[CH2:3][CH2:4][S:5](Cl)(=[O:7])=[O:6].[Cl:11][C:12]1[CH:17]=[C:16]([Cl:18])[CH:15]=[CH:14][C:13]=1[N:19]1[C:27]2[CH:26]=[CH:25][N:24]([N:28]3[CH2:33][CH2:32][CH2:31][CH2:30][CH2:29]3)[C:23](=[O:34])[C:22]=2[C:21]([CH3:35])=[C:20]1[C:36]1[CH:41]=[CH:40][C:39]([OH:42])=[CH:38][CH:37]=1. Product: [Cl:11][C:12]1[CH:17]=[C:16]([Cl:18])[CH:15]=[CH:14][C:13]=1[N:19]1[C:27]2[CH:26]=[CH:25][N:24]([N:28]3[CH2:33][CH2:32][CH2:31][CH2:30][CH2:29]3)[C:23](=[O:34])[C:22]=2[C:21]([CH3:35])=[C:20]1[C:36]1[CH:37]=[CH:38][C:39]([O:42][S:5]([CH2:4][CH2:3][C:2]([F:10])([F:9])[F:1])(=[O:7])=[O:6])=[CH:40][CH:41]=1. The catalyst class is: 17. (3) Reactant: [H-].[Na+].[N:3]1([CH2:8][CH2:9][O:10][CH2:11][C:12]2[CH:17]=[CH:16][C:15]([OH:18])=[CH:14][CH:13]=2)[CH:7]=[CH:6][N:5]=[N:4]1.Cl[CH2:20][C:21]1[N:22]=[C:23]([CH:26]=[CH:27][C:28]2[CH:33]=[CH:32][C:31]([S:34]([F:39])([F:38])([F:37])([F:36])[F:35])=[CH:30][CH:29]=2)[O:24][CH:25]=1.O. Product: [F:37][S:34]([F:35])([F:36])([F:38])([F:39])[C:31]1[CH:32]=[CH:33][C:28](/[CH:27]=[CH:26]/[C:23]2[O:24][CH:25]=[C:21]([CH2:20][O:18][C:15]3[CH:14]=[CH:13][C:12]([CH2:11][O:10][CH2:9][CH2:8][N:3]4[CH:7]=[CH:6][N:5]=[N:4]4)=[CH:17][CH:16]=3)[N:22]=2)=[CH:29][CH:30]=1. The catalyst class is: 3. (4) Reactant: ClC1C=CC(OC)=C(NC([C:11]2[C:20](O)=[CH:19][C:18]3[C:13](=[CH:14][CH:15]=[CH:16][CH:17]=3)[CH:12]=2)=O)C=1.[OH2:24]. Product: [CH:11]1[CH:20]=[CH:19][C:18]2[C:13](=[CH:14][CH:15]=[CH:16][C:17]=2[OH:24])[CH:12]=1. The catalyst class is: 74. (5) Reactant: [CH3:1][C:2]1[N+:7]([O-:8])=[N:6][CH:5]=[C:4]([N+]([O-])=O)[CH:3]=1.C([Br:15])(=O)C.[OH-].[Na+]. Product: [Br:15][C:4]1[CH:3]=[C:2]([CH3:1])[N+:7]([O-:8])=[N:6][CH:5]=1. The catalyst class is: 15. (6) Reactant: [CH2:1]([O:3][CH:4]([O:7][CH2:8][CH3:9])[C:5]#[N:6])[CH3:2].[CH3:10][O-:11].[Na+]. Product: [CH3:10][O:11][C:5](=[NH:6])[CH:4]([O:7][CH2:8][CH3:9])[O:3][CH2:1][CH3:2]. The catalyst class is: 5. (7) Reactant: Cl.[Cl:2][C:3]1[CH:11]=[C:10]2[C:6]([CH2:7][CH2:8][C@H:9]2[NH2:12])=[C:5]([F:13])[CH:4]=1.[CH:14](=O)[C:15]1[CH:20]=[CH:19][CH:18]=[CH:17][CH:16]=1.[C:22]([O:25][C:26]1[C:27](=[CH:31][CH:32]=[CH:33][CH:34]=1)[C:28]([OH:30])=O)(=[O:24])[CH3:23].C1(C2CCC([N+:47]#[C-:48])=CC2)C=CC=CC=1.C[OH:50]. Product: [C:22]([O:25][C:26]1[CH:34]=[CH:33][CH:32]=[CH:31][C:27]=1[C:28](=[O:30])[N:12]([C@@H:14]([C:48](=[O:50])[NH2:47])[C:15]1[CH:20]=[CH:19][CH:18]=[CH:17][CH:16]=1)[C@H:9]1[C:10]2[C:6](=[C:5]([F:13])[CH:4]=[C:3]([Cl:2])[CH:11]=2)[CH2:7][CH2:8]1)(=[O:24])[CH3:23]. The catalyst class is: 66. (8) The catalyst class is: 7. Reactant: [NH2:1][C:2]1[CH:7]=[CH:6][CH:5]=[CH:4][CH:3]=1.F[C:9]1[CH:25]=[CH:24][C:12]([C:13]([NH:15][C:16]2[CH:21]=[CH:20][CH:19]=[C:18]([O:22][CH3:23])[CH:17]=2)=[O:14])=[CH:11][C:10]=1[N+:26]([O-:28])=[O:27]. Product: [CH3:23][O:22][C:18]1[CH:17]=[C:16]([NH:15][C:13](=[O:14])[C:12]2[CH:24]=[CH:25][C:9]([NH:1][C:2]3[CH:7]=[CH:6][CH:5]=[CH:4][CH:3]=3)=[C:10]([N+:26]([O-:28])=[O:27])[CH:11]=2)[CH:21]=[CH:20][CH:19]=1.